This data is from Full USPTO retrosynthesis dataset with 1.9M reactions from patents (1976-2016). The task is: Predict the reactants needed to synthesize the given product. Given the product [CH3:12][C:11]1[C:10]([C:13]2[S:15][CH:31]=[C:32]([C:34]3[CH:39]=[CH:38][CH:37]=[CH:36][CH:35]=3)[N:14]=2)=[CH:9][N:6]2[C:5]=1[C:4]([NH:16][C:17]1[CH:22]=[CH:21][C:20]([O:23][C:24]3[CH:29]=[CH:28][CH:27]=[CH:26][CH:25]=3)=[CH:19][CH:18]=1)=[C:3]([C:1]#[N:2])[CH:8]=[N:7]2, predict the reactants needed to synthesize it. The reactants are: [C:1]([C:3]1[CH:8]=[N:7][N:6]2[CH:9]=[C:10]([C:13](=[S:15])[NH2:14])[C:11]([CH3:12])=[C:5]2[C:4]=1[NH:16][C:17]1[CH:22]=[CH:21][C:20]([O:23][C:24]2[CH:29]=[CH:28][CH:27]=[CH:26][CH:25]=2)=[CH:19][CH:18]=1)#[N:2].Br[CH2:31][C:32]([C:34]1[CH:39]=[CH:38][CH:37]=[CH:36][CH:35]=1)=O.